Task: Predict the reactants needed to synthesize the given product.. Dataset: Full USPTO retrosynthesis dataset with 1.9M reactions from patents (1976-2016) (1) Given the product [CH3:18][O:17][CH:3]([O:2][CH3:1])[CH2:4][CH2:5][CH2:6][O:7][C:8]1[CH:9]=[CH:10][C:11]([NH2:14])=[CH:12][CH:13]=1, predict the reactants needed to synthesize it. The reactants are: [CH3:1][O:2][CH:3]([O:17][CH3:18])[CH2:4][CH2:5][CH2:6][O:7][C:8]1[CH:13]=[CH:12][C:11]([N+:14]([O-])=O)=[CH:10][CH:9]=1. (2) Given the product [CH3:9][O:8][C:4]1[CH:5]=[CH:6][CH:7]=[C:2]([CH:10]=[CH2:11])[N:3]=1, predict the reactants needed to synthesize it. The reactants are: Br[C:2]1[CH:7]=[CH:6][CH:5]=[C:4]([O:8][CH3:9])[N:3]=1.[CH2:10](C([Sn])=C(CCCC)CCCC)[CH2:11]CC. (3) Given the product [CH:1]1([CH:5]([C:7]2[CH:12]=[CH:11][CH:10]=[CH:9][N:8]=2)[NH2:15])[CH2:4][CH2:3][CH2:2]1, predict the reactants needed to synthesize it. The reactants are: [CH:1]1([C:5]([C:7]2[CH:12]=[CH:11][CH:10]=[CH:9][N:8]=2)=O)[CH2:4][CH2:3][CH2:2]1.[BH3-]C#[N:15].[Na+]. (4) Given the product [Br:1][C:2]1[CH:3]=[CH:4][C:5]([C:8]([C:10]2[CH:11]=[N:12][CH:13]=[N:14][CH:15]=2)([OH:9])[C:16]([CH3:18])([CH3:17])[CH2:19][CH3:20])=[N:6][CH:7]=1, predict the reactants needed to synthesize it. The reactants are: [Br:1][C:2]1[CH:3]=[CH:4][C:5]([C:8]([C:10]2[CH:11]=[N:12][CH:13]=[N:14][CH:15]=2)=[O:9])=[N:6][CH:7]=1.[C:16]([Mg]Cl)([CH2:19][CH3:20])([CH3:18])[CH3:17].CCOCC. (5) Given the product [OH:24][CH2:23][C:8]1[S:9][C:10]2[CH2:11][N:12]([C:16]([O:18][C:19]([CH3:22])([CH3:21])[CH3:20])=[O:17])[CH2:13][CH2:14][C:15]=2[N:7]=1, predict the reactants needed to synthesize it. The reactants are: [H-].[Al+3].[Li+].[H-].[H-].[H-].[N:7]1[C:15]2[CH2:14][CH2:13][N:12]([C:16]([O:18][C:19]([CH3:22])([CH3:21])[CH3:20])=[O:17])[CH2:11][C:10]=2[S:9][C:8]=1[C:23](OC)=[O:24]. (6) Given the product [Cl:14][C:15]1[C:20]([Cl:21])=[C:19]([Cl:22])[CH:18]=[CH:17][C:16]=1[S:23]([NH:1][C:2]1[S:3][C:4]2[C:10](=[O:11])[CH2:9][C:8]([CH3:13])([CH3:12])[CH2:7][C:5]=2[N:6]=1)(=[O:25])=[O:24], predict the reactants needed to synthesize it. The reactants are: [NH2:1][C:2]1[S:3][C:4]2[C:10](=[O:11])[CH2:9][C:8]([CH3:13])([CH3:12])[CH2:7][C:5]=2[N:6]=1.[Cl:14][C:15]1[C:20]([Cl:21])=[C:19]([Cl:22])[CH:18]=[CH:17][C:16]=1[S:23](Cl)(=[O:25])=[O:24]. (7) Given the product [C:5](=[C:4]1[CH:3]=[CH:2][CH:9]=[C:8]([O:10][C:11]2[CH:12]=[C:13]([CH:18]=[CH:19][CH:20]=2)[C:14]([O:16][CH3:17])=[O:15])[CH2:7]1)=[O:6], predict the reactants needed to synthesize it. The reactants are: Br[C:2]1[CH:3]=[C:4]([CH:7]=[CH:8][CH:9]=1)[CH:5]=[O:6].[OH:10][C:11]1[CH:12]=[C:13]([CH:18]=[CH:19][CH:20]=1)[C:14]([O:16][CH3:17])=[O:15].C(=O)([O-])[O-].[K+].[K+].C(Cl)Cl. (8) Given the product [Cl:1][C:2]1[CH:7]=[CH:6][CH:5]=[CH:4][C:3]=1[CH2:8][CH2:9][C:10]([Cl:15])=[O:12], predict the reactants needed to synthesize it. The reactants are: [Cl:1][C:2]1[CH:7]=[CH:6][CH:5]=[CH:4][C:3]=1[CH2:8][CH2:9][C:10]([OH:12])=O.S(Cl)([Cl:15])=O. (9) Given the product [O:40]=[C:9]1[NH:8][C@H:12]2[CH2:13][S:14][C@@H:15]([CH2:16][CH2:17][CH2:18][CH2:19][CH2:20][O:21][CH2:22][CH2:23][CH2:24][CH2:25][CH2:26][C:27]([O:29][CH3:30])=[O:28])[C@H:11]2[NH:10]1, predict the reactants needed to synthesize it. The reactants are: COC1C=CC(C[N:8]2[C@H:12]3[CH2:13][S:14][C@@H:15]([CH2:16][CH2:17][CH2:18][CH2:19][CH2:20][O:21][CH2:22][CH2:23][CH2:24][CH2:25][CH2:26][C:27]([O:29][CH3:30])=[O:28])[C@H:11]3[N:10](CC3C=CC(OC)=CC=3)[C:9]2=[O:40])=CC=1.C1(C)C=CC=CC=1.